Dataset: Forward reaction prediction with 1.9M reactions from USPTO patents (1976-2016). Task: Predict the product of the given reaction. (1) Given the reactants [CH2:1]([S:8][C:9]1[CH:18]=[C:17]2[C:12]([C:13](Cl)=[N:14][CH:15]=[N:16]2)=[CH:11][CH:10]=1)[C:2]1[CH:7]=[CH:6][CH:5]=[CH:4][CH:3]=1.[Cl:20][C:21]1[CH:22]=[C:23]([C:27]2[CH:32]=[C:31]([O:33][CH3:34])[C:30](B(O)O)=[CH:29][C:28]=2[F:38])[CH:24]=[CH:25][CH:26]=1.C(=O)([O-])[O-].[K+].[K+].O1CCOCC1, predict the reaction product. The product is: [CH2:1]([S:8][C:9]1[CH:18]=[C:17]2[C:12]([C:13]([C:30]3[C:31]([O:33][CH3:34])=[CH:32][C:27]([C:23]4[CH:24]=[CH:25][CH:26]=[C:21]([Cl:20])[CH:22]=4)=[C:28]([F:38])[CH:29]=3)=[N:14][CH:15]=[N:16]2)=[CH:11][CH:10]=1)[C:2]1[CH:7]=[CH:6][CH:5]=[CH:4][CH:3]=1. (2) Given the reactants [C:1]([O:5][C:6]([NH:8][C:9]1([C:13]([OH:15])=O)[CH2:12][CH2:11][CH2:10]1)=[O:7])([CH3:4])([CH3:3])[CH3:2].CN(C(ON1N=NC2C=CC=NC1=2)=[N+](C)C)C.F[P-](F)(F)(F)(F)F.[CH3:40][C:41]1[CH:42]=[C:43]([CH:48]2[CH2:53][NH:52][CH2:51][CH:50]([NH:54][C:55](=[O:62])[C:56]3[CH:61]=[CH:60][CH:59]=[CH:58][CH:57]=3)[CH2:49]2)[CH:44]=[CH:45][C:46]=1[CH3:47], predict the reaction product. The product is: [CH3:40][C:41]1[CH:42]=[C:43]([CH:48]2[CH2:49][CH:50]([NH:54][C:55]([C:56]3[CH:57]=[CH:58][CH:59]=[CH:60][CH:61]=3)=[O:62])[CH2:51][N:52]([C:13]([C:9]3([NH:8][C:6](=[O:7])[O:5][C:1]([CH3:2])([CH3:3])[CH3:4])[CH2:10][CH2:11][CH2:12]3)=[O:15])[CH2:53]2)[CH:44]=[CH:45][C:46]=1[CH3:47]. (3) Given the reactants Cl[CH2:2][CH2:3][C:4]12[CH2:10][CH:7]([CH2:8][CH2:9]1)[CH:6]=[CH:5]2.CS(C)=O.[C-:15]#[N:16].[Na+], predict the reaction product. The product is: [C:15]([CH2:2][CH2:3][C:4]12[CH2:10][CH:7]([CH2:8][CH2:9]1)[CH:6]=[CH:5]2)#[N:16]. (4) The product is: [CH3:1][O:2][CH2:3][CH2:4][O:5][C:6]1[CH:11]=[C:10]([C:22]2[C:23]3[O:32][C:31]([CH2:33][N:34]4[CH2:39][CH2:38][N:37]([S:40]([CH3:43])(=[O:41])=[O:42])[CH2:36][C@H:35]4[CH3:44])=[CH:30][C:24]=3[C:25](=[O:29])[N:26]([CH3:28])[CH:27]=2)[CH:9]=[CH:8][N:7]=1. Given the reactants [CH3:1][O:2][CH2:3][CH2:4][O:5][C:6]1[CH:11]=[C:10](B2OC(C)(C)C(C)(C)O2)[CH:9]=[CH:8][N:7]=1.Br[C:22]1[C:23]2[O:32][C:31]([CH2:33][N:34]3[CH2:39][CH2:38][N:37]([S:40]([CH3:43])(=[O:42])=[O:41])[CH2:36][C@H:35]3[CH3:44])=[CH:30][C:24]=2[C:25](=[O:29])[N:26]([CH3:28])[CH:27]=1.C(=O)([O-])[O-].[Na+].[Na+], predict the reaction product. (5) Given the reactants [CH2:1]([C@@:5]1([CH2:28][CH3:29])[NH:11][C@H:10]([C:12]2[CH:17]=[CH:16][CH:15]=[CH:14][CH:13]=2)[C:9]2[CH:18]=[C:19]([O:24][CH3:25])[C:20]([CH2:22][NH2:23])=[CH:21][C:8]=2[S:7](=[O:27])(=[O:26])[CH2:6]1)[CH2:2][CH2:3][CH3:4].[Na+].Br[CH2:32][CH2:33][S:34]([O-:37])(=[O:36])=[O:35].FC(F)(F)C(O)=O, predict the reaction product. The product is: [NH4+:11].[CH2:1]([C@@:5]1([CH2:28][CH3:29])[NH:11][C@H:10]([C:12]2[CH:13]=[CH:14][CH:15]=[CH:16][CH:17]=2)[C:9]2[CH:18]=[C:19]([O:24][CH3:25])[C:20]([CH2:22][NH:23][CH2:32][CH2:33][S:34]([O-:37])(=[O:36])=[O:35])=[CH:21][C:8]=2[S:7](=[O:26])(=[O:27])[CH2:6]1)[CH2:2][CH2:3][CH3:4]. (6) Given the reactants [Br-].[Br-].[C:3]1([P:9]([C:16]2[CH:21]=[CH:20][CH:19]=[CH:18][CH:17]=2)[C:10]2[CH:15]=[CH:14][CH:13]=[CH:12][CH:11]=2)[CH:8]=[CH:7][CH:6]=[CH:5][CH:4]=1.N#N.C(N(CC)CC)C, predict the reaction product. The product is: [C:16]1([P:9]([C:3]2[CH:4]=[CH:5][CH:6]=[CH:7][CH:8]=2)[C:10]2[CH:15]=[CH:14][CH:13]=[CH:12][CH:11]=2)[CH:17]=[CH:18][CH:19]=[CH:20][CH:21]=1. (7) Given the reactants [NH:1]([C:3]1[N:8]([CH2:9][CH:10]([CH3:12])[CH3:11])[C:7](=[O:13])[N:6]([CH3:14])[C:5](=[O:15])[CH:4]=1)[NH2:2].[CH:16]1[CH:21]=[C:20]2[C:22]([CH:25]=O)=[CH:23][S:24][C:19]2=[CH:18][CH:17]=1, predict the reaction product. The product is: [CH2:9]([N:8]1[C:3]([NH:1][N:2]=[CH:25][C:22]2[C:20]3[CH:21]=[CH:16][CH:17]=[CH:18][C:19]=3[S:24][CH:23]=2)=[CH:4][C:5](=[O:15])[N:6]([CH3:14])[C:7]1=[O:13])[CH:10]([CH3:11])[CH3:12]. (8) The product is: [Cl:17][C:2]1[CH:11]=[C:10]([CH3:12])[C:9]2[C:4](=[CH:5][C:6]([O:13][CH3:14])=[CH:7][CH:8]=2)[N:3]=1. Given the reactants O[C:2]1[CH:11]=[C:10]([CH3:12])[C:9]2[C:4](=[CH:5][C:6]([O:13][CH3:14])=[CH:7][CH:8]=2)[N:3]=1.O=P(Cl)(Cl)[Cl:17], predict the reaction product. (9) Given the reactants C([O:4][C@H:5]1[C@H:10]([O:11]C(=O)C)[C@@H:9]([O:15]C(=O)C)[C@H:8]([C:19]2[CH:24]=[CH:23][C:22]([Cl:25])=[C:21]([CH2:26][C:27]3[S:28][C:29]([C:32]4[O:33][CH:34]=[CH:35][CH:36]=4)=[N:30][N:31]=3)[CH:20]=2)[O:7][C@H:6]1[CH2:37][O:38]C(=O)C)(=O)C.C[O-].[Na+].[H][H], predict the reaction product. The product is: [Cl:25][C:22]1[CH:23]=[CH:24][C:19]([C@H:8]2[C@H:9]([OH:15])[C@@H:10]([OH:11])[C@H:5]([OH:4])[C@@H:6]([CH2:37][OH:38])[O:7]2)=[CH:20][C:21]=1[CH2:26][C:27]1[S:28][C:29]([C:32]2[O:33][CH:34]=[CH:35][CH:36]=2)=[N:30][N:31]=1. (10) Given the reactants [CH3:1][C:2]1[CH:7]=[C:6]([CH3:8])[NH:5][C:4](=[O:9])[C:3]=1[CH2:10][NH:11][C:12]([C:14]1[C:22]2[C:17](=[CH:18][CH:19]=[CH:20][CH:21]=2)[NH:16][C:15]=1[CH3:23])=[O:13].[H-].[Na+].Br[CH:27]([C:29]1[CH:34]=[CH:33][C:32]([F:35])=[CH:31][CH:30]=1)[CH3:28], predict the reaction product. The product is: [CH3:1][C:2]1[CH:7]=[C:6]([CH3:8])[NH:5][C:4](=[O:9])[C:3]=1[CH2:10][NH:11][C:12]([C:14]1[C:22]2[C:17](=[CH:18][CH:19]=[CH:20][CH:21]=2)[N:16]([CH:27]([C:29]2[CH:34]=[CH:33][C:32]([F:35])=[CH:31][CH:30]=2)[CH3:28])[C:15]=1[CH3:23])=[O:13].